This data is from Forward reaction prediction with 1.9M reactions from USPTO patents (1976-2016). The task is: Predict the product of the given reaction. (1) The product is: [Cl:3][CH:11]([CH2:12][CH2:13][CH3:14])[CH3:10].[S:16]([Cl:19])([Cl:18])=[O:17].[N:20]1[CH:25]=[CH:24][CH:23]=[CH:22][CH:21]=1.[N:1]1[C:8]([Cl:9])=[N:7][C:5]([Cl:6])=[N:4][C:2]=1[Cl:3]. Given the reactants [N:1]1[C:8]([Cl:9])=[N:7][C:5]([Cl:6])=[N:4][C:2]=1[Cl:3].[CH3:10][CH:11](O)[CH2:12][CH2:13][CH3:14].[S:16]([Cl:19])([Cl:18])=[O:17].[N:20]1[CH:25]=[CH:24][CH:23]=[CH:22][CH:21]=1.Cl, predict the reaction product. (2) Given the reactants [CH:1]1[CH2:8][CH2:7][CH2:6][CH2:5][CH2:4][CH2:3][CH:2]=1.[C:9](O[C:9](=[O:12])[CH2:10][CH3:11])(=[O:12])[CH2:10][CH3:11], predict the reaction product. The product is: [CH:1]1([C:9](=[O:12])[CH2:10][CH3:11])[CH2:8][CH2:7][CH2:6][CH2:5][CH:4]=[CH:3][CH2:2]1. (3) Given the reactants C=O.[Br:3][C:4]1[CH:5]=[C:6]([CH2:11][N:12]([CH3:30])[C:13](=[O:29])[CH2:14][C:15]2([C:21]3[CH:26]=[CH:25][C:24]([CH3:27])=[C:23]([CH3:28])[CH:22]=3)[CH2:20][CH2:19][NH:18][CH2:17][CH2:16]2)[CH:7]=[C:8]([Br:10])[CH:9]=1.[C:31](O[BH-](OC(=O)C)OC(=O)C)(=O)C.[Na+], predict the reaction product. The product is: [Br:3][C:4]1[CH:5]=[C:6]([CH2:11][N:12]([CH3:30])[C:13](=[O:29])[CH2:14][C:15]2([C:21]3[CH:26]=[CH:25][C:24]([CH3:27])=[C:23]([CH3:28])[CH:22]=3)[CH2:20][CH2:19][N:18]([CH3:31])[CH2:17][CH2:16]2)[CH:7]=[C:8]([Br:10])[CH:9]=1. (4) Given the reactants [CH:1]1([CH2:4][N:5]2[CH2:12][CH2:11][C@:10]3([CH2:15][CH2:16][O:17][C:18]4[CH:26]=[CH:25][C:21]([C:22]([OH:24])=[O:23])=[CH:20][CH:19]=4)[C@@H:13]([CH3:14])[C@H:6]2[CH2:7][C:8]2[CH:30]=[CH:29][C:28]([O:31]C)=[CH:27][C:9]=23)[CH2:3][CH2:2]1.B(Br)(Br)Br, predict the reaction product. The product is: [CH:1]1([CH2:4][N:5]2[CH2:12][CH2:11][C@:10]3([CH2:15][CH2:16][O:17][C:18]4[CH:19]=[CH:20][C:21]([C:22]([OH:24])=[O:23])=[CH:25][CH:26]=4)[C@@H:13]([CH3:14])[C@H:6]2[CH2:7][C:8]2[CH:30]=[CH:29][C:28]([OH:31])=[CH:27][C:9]=23)[CH2:2][CH2:3]1. (5) Given the reactants [Cl:1][C:2]1[C:3]([CH3:11])=[C:4]([C:7]([Cl:10])=[CH:8][CH:9]=1)[CH:5]=O.S(O)(O)(=O)=O.[NH2:17][OH:18].[OH-].[Na+], predict the reaction product. The product is: [Cl:1][C:2]1[C:3]([CH3:11])=[C:4]([C:7]([Cl:10])=[CH:8][CH:9]=1)[CH:5]=[N:17][OH:18]. (6) Given the reactants CC(C)([O-])C.[K+].[C:7]1([OH:13])[CH:12]=[CH:11][CH:10]=[CH:9][CH:8]=1.[CH2:14]([O:16][C:17](=[O:22])[CH:18]=[C:19](Cl)[CH3:20])[CH3:15], predict the reaction product. The product is: [CH2:14]([O:16][C:17](=[O:22])/[CH:18]=[C:19](/[O:13][C:7]1[CH:12]=[CH:11][CH:10]=[CH:9][CH:8]=1)\[CH3:20])[CH3:15]. (7) Given the reactants [Cl:1][C:2]1[CH:3]=[C:4]([CH2:14][OH:15])[C:5]2[O:9][C:8]([CH2:10][CH2:11][CH3:12])=[CH:7][C:6]=2[CH:13]=1.[F:16][C:17]1[C:22]([F:23])=[C:21](O)[CH:20]=[CH:19][C:18]=1[CH2:25][CH2:26][C:27]([O:29]CC)=[O:28], predict the reaction product. The product is: [Cl:1][C:2]1[CH:3]=[C:4]([CH2:14][O:15][C:21]2[CH:20]=[CH:19][C:18]([CH2:25][CH2:26][C:27]([OH:29])=[O:28])=[C:17]([F:16])[C:22]=2[F:23])[C:5]2[O:9][C:8]([CH2:10][CH2:11][CH3:12])=[CH:7][C:6]=2[CH:13]=1. (8) The product is: [CH:23]([N:26]([CH:40]([CH3:42])[CH3:41])[CH2:27][CH2:28][O:29][C:30]1[CH:38]=[CH:37][C:33]([CH2:34][N:55]([CH2:54][CH3:53])[C:56]2[CH:61]=[C:60]([O:62][CH3:63])[CH:59]=[CH:58][C:57]=2[CH:64]2[CH2:73][CH2:72][C:71]3[C:66](=[CH:67][CH:68]=[C:69]([O:74][CH3:75])[CH:70]=3)[CH2:65]2)=[CH:32][C:31]=1[F:39])([CH3:25])[CH3:24]. Given the reactants COC1C=CC(C2CCC3C(=CC=C(OC)C=3)C2)=C(N)C=1.Cl.[CH:23]([N:26]([CH:40]([CH3:42])[CH3:41])[CH2:27][CH2:28][O:29][C:30]1[CH:38]=[CH:37][C:33]([C:34](O)=O)=[CH:32][C:31]=1[F:39])([CH3:25])[CH3:24].C(N(C(C)C)CCOC1C=C[C:53]([CH2:54][NH:55][C:56]2[CH:61]=[C:60]([O:62][CH3:63])[CH:59]=[CH:58][C:57]=2[CH:64]2[CH2:73][CH2:72][C:71]3[C:66](=[CH:67][CH:68]=[C:69]([O:74][CH3:75])[CH:70]=3)[CH2:65]2)=CC=1F)(C)C, predict the reaction product.